Dataset: Forward reaction prediction with 1.9M reactions from USPTO patents (1976-2016). Task: Predict the product of the given reaction. (1) Given the reactants [F:1][C:2]1[CH:18]=[CH:17][CH:16]=[CH:15][C:3]=1[CH2:4][NH:5][C:6]1[C:11]([F:12])=[CH:10][N:9]=[C:8](SC)[N:7]=1.O[O:20][S:21]([O-:23])=O.[K+].S(=O)(O)[O-].[Na+].[CH3:30]O, predict the reaction product. The product is: [F:1][C:2]1[CH:18]=[CH:17][CH:16]=[CH:15][C:3]=1[CH2:4][NH:5][C:6]1[C:11]([F:12])=[CH:10][N:9]=[C:8]([S:21]([CH3:30])(=[O:23])=[O:20])[N:7]=1. (2) Given the reactants [OH:1][C:2]1[CH:11]=[C:10]2[C:5]([C:6]([O:12][C:13]3[CH:14]=[C:15]4[C:19](=[CH:20][CH:21]=3)[NH:18][C:17]([CH3:22])=[CH:16]4)=[N:7][CH:8]=[N:9]2)=[CH:4][C:3]=1[O:23][CH3:24].[O:25]1[CH2:30][CH2:29][N:28]([CH2:31][CH2:32][O:33][CH2:34][CH2:35]O)[CH2:27][CH2:26]1, predict the reaction product. The product is: [CH3:24][O:23][C:3]1[CH:4]=[C:5]2[C:10](=[CH:11][C:2]=1[O:1][CH2:35][CH2:34][O:33][CH2:32][CH2:31][N:28]1[CH2:29][CH2:30][O:25][CH2:26][CH2:27]1)[N:9]=[CH:8][N:7]=[C:6]2[O:12][C:13]1[CH:14]=[C:15]2[C:19](=[CH:20][CH:21]=1)[NH:18][C:17]([CH3:22])=[CH:16]2. (3) Given the reactants Cl[C:2]1[N:7]=[CH:6][N:5]=[C:4]([NH2:8])[CH:3]=1.[CH3:9][C:10]1(C)C(C)(C)OB(C=C)O1.C(=O)([O-])[O-].[Na+].[Na+], predict the reaction product. The product is: [CH:9]([C:2]1[N:7]=[CH:6][N:5]=[C:4]([NH2:8])[CH:3]=1)=[CH2:10]. (4) Given the reactants [C:1]([Si:5]([O:8][CH2:9][CH2:10][O:11][C:12]1[CH:17]=[CH:16][C:15]([Cl:18])=[C:14]([N+:19]([O-])=O)[CH:13]=1)([CH3:7])[CH3:6])([CH3:4])([CH3:3])[CH3:2].[BH4-].[Na+], predict the reaction product. The product is: [C:1]([Si:5]([CH3:7])([CH3:6])[O:8][CH2:9][CH2:10][O:11][C:12]1[CH:17]=[CH:16][C:15]([Cl:18])=[C:14]([NH2:19])[CH:13]=1)([CH3:4])([CH3:3])[CH3:2]. (5) Given the reactants [CH2:1]([O:8][C:9]([N:11]1[CH2:16][CH2:15][N:14]([C:17]([O:19][C:20]([CH3:23])([CH3:22])[CH3:21])=[O:18])[CH2:13][CH:12]1[C:24]([OH:26])=[O:25])=[O:10])[C:2]1[CH:7]=[CH:6][CH:5]=[CH:4][CH:3]=1.[C:27]([O-])([O-])=O.[K+].[K+].COS(OC)(=O)=O, predict the reaction product. The product is: [N:11]1([C:9]([O:8][CH2:1][C:2]2[CH:3]=[CH:4][CH:5]=[CH:6][CH:7]=2)=[O:10])[CH2:16][CH2:15][N:14]([C:17]([O:19][C:20]([CH3:22])([CH3:23])[CH3:21])=[O:18])[CH2:13][CH:12]1[C:24]([O:26][CH3:27])=[O:25].